Predict which catalyst facilitates the given reaction. From a dataset of Catalyst prediction with 721,799 reactions and 888 catalyst types from USPTO. (1) Reactant: CO[CH:3](OC)[CH2:4][O:5][C:6]1[CH:11]=[CH:10][C:9]([I:12])=[CH:8][C:7]=1[CH3:13]. Product: [I:12][C:9]1[CH:8]=[C:7]([CH3:13])[C:6]2[O:5][CH:4]=[CH:3][C:11]=2[CH:10]=1. The catalyst class is: 159. (2) Reactant: [NH2:1][C:2]1[CH:7]=[CH:6][C:5]([C@@H:8]2[CH2:10][C@H:9]2[N:11]([CH2:19][CH:20]2[CH2:22][CH2:21]2)[C:12](=[O:18])[O:13][C:14]([CH3:17])([CH3:16])[CH3:15])=[CH:4][CH:3]=1.C(N(CC)CC)C.[C:30]1([CH3:39])[CH:35]=[CH:34][C:33]([C:36](Cl)=[O:37])=[CH:32][CH:31]=1.[Cl-].[NH4+]. Product: [CH:20]1([CH2:19][N:11]([C@@H:9]2[CH2:10][C@H:8]2[C:5]2[CH:6]=[CH:7][C:2]([NH:1][C:36](=[O:37])[C:33]3[CH:34]=[CH:35][C:30]([CH3:39])=[CH:31][CH:32]=3)=[CH:3][CH:4]=2)[C:12](=[O:18])[O:13][C:14]([CH3:17])([CH3:16])[CH3:15])[CH2:22][CH2:21]1. The catalyst class is: 1. (3) Product: [Cl:13][CH2:12][C:4]1[N:3]=[C:2]([N:14]2[CH2:18][CH2:17][CH2:16][CH2:15]2)[C:11]2[C:6](=[CH:7][CH:8]=[CH:9][CH:10]=2)[N:5]=1. The catalyst class is: 32. Reactant: Cl[C:2]1[C:11]2[C:6](=[CH:7][CH:8]=[CH:9][CH:10]=2)[N:5]=[C:4]([CH2:12][Cl:13])[N:3]=1.[NH:14]1[CH2:18][CH2:17][CH2:16][CH2:15]1.